Dataset: Full USPTO retrosynthesis dataset with 1.9M reactions from patents (1976-2016). Task: Predict the reactants needed to synthesize the given product. Given the product [CH:1]1([N:6]2[C:11]3[N:12]=[C:13]([S:16]([CH3:17])=[O:29])[N:14]=[CH:15][C:10]=3[CH:9]=[C:8]([CH3:18])[C:7]2=[O:19])[CH2:2][CH2:3][CH2:4][CH2:5]1, predict the reactants needed to synthesize it. The reactants are: [CH:1]1([N:6]2[C:11]3[N:12]=[C:13]([S:16][CH3:17])[N:14]=[CH:15][C:10]=3[CH:9]=[C:8]([CH3:18])[C:7]2=[O:19])[CH2:5][CH2:4][CH2:3][CH2:2]1.CO.C1(S(N2C(C3C=CC=CC=3)O2)(=O)=[O:29])C=CC=CC=1.